From a dataset of Reaction yield outcomes from USPTO patents with 853,638 reactions. Predict the reaction yield, written as a fraction of the theoretical maximum amount of product (1.0 means a 100% yield; for example, 0.34 means a 34% yield). (1) The reactants are [H-].[Na+].C(OP([CH2:11][C:12]([O:14][CH2:15][CH3:16])=[O:13])(OCC)=O)C.[CH:17]([C:19]1[CH:20]=[C:21]([CH:25]2[C:29]3[C:30]([CH3:44])=[C:31]([NH:36][C:37](=[O:43])[CH2:38][C:39]([CH3:42])([CH3:41])[CH3:40])[C:32]([CH3:35])=[C:33]([CH3:34])[C:28]=3[O:27][CH2:26]2)[CH:22]=[CH:23][CH:24]=1)=O.O. The catalyst is CN(C=O)C. The product is [CH3:40][C:39]([CH3:42])([CH3:41])[CH2:38][C:37]([NH:36][C:31]1[C:32]([CH3:35])=[C:33]([CH3:34])[C:28]2[O:27][CH2:26][CH:25]([C:21]3[CH:20]=[C:19](/[CH:17]=[CH:11]/[C:12]([O:14][CH2:15][CH3:16])=[O:13])[CH:24]=[CH:23][CH:22]=3)[C:29]=2[C:30]=1[CH3:44])=[O:43]. The yield is 0.930. (2) The reactants are [N:1]([C:4]1[CH:9]=[CH:8][C:7]([C@@H:10]2[O:15][CH2:14][CH2:13][N:12]([C:16]([O:18][C:19]([CH3:22])([CH3:21])[CH3:20])=[O:17])[CH2:11]2)=[CH:6][CH:5]=1)=[N+:2]=[N-:3].C(N(C(C)C)CC)(C)C.[C:32]([C:34]1[CH:39]=[CH:38][C:37]([F:40])=[CH:36][CH:35]=1)#[CH:33]. The catalyst is [Cu]I. The product is [F:40][C:37]1[CH:38]=[CH:39][C:34]([C:32]2[N:3]=[N:2][N:1]([C:4]3[CH:9]=[CH:8][C:7]([C@@H:10]4[O:15][CH2:14][CH2:13][N:12]([C:16]([O:18][C:19]([CH3:22])([CH3:21])[CH3:20])=[O:17])[CH2:11]4)=[CH:6][CH:5]=3)[CH:33]=2)=[CH:35][CH:36]=1. The yield is 0.160. (3) The reactants are [C:1]([O:5][C:6](=[O:22])[NH:7][C@H:8]([C:19](=O)[NH2:20])[CH2:9][C:10]1[CH:15]=[CH:14][C:13]([N+:16]([O-:18])=[O:17])=[CH:12][CH:11]=1)([CH3:4])([CH3:3])[CH3:2].COC1C=CC(P2(SP(C3C=CC(OC)=CC=3)(=S)S2)=[S:32])=CC=1. The catalyst is C1COCC1. The product is [C:1]([O:5][C:6](=[O:22])[NH:7][C@H:8]([C:19](=[S:32])[NH2:20])[CH2:9][C:10]1[CH:15]=[CH:14][C:13]([N+:16]([O-:18])=[O:17])=[CH:12][CH:11]=1)([CH3:4])([CH3:3])[CH3:2]. The yield is 0.830. (4) The reactants are [F:1][C:2]1[CH:3]=[C:4]([C:9]2[CH:10]=[C:11](COS(C)(=O)=O)[C:12](=[O:19])[N:13]([CH2:15][CH:16]([CH3:18])[CH3:17])[N:14]=2)[CH:5]=[CH:6][C:7]=1[CH3:8].[C:26](=O)([O-])[O-].[K+].[K+].[N:32]1([C:38]([O:40][C:41]([CH3:44])([CH3:43])[CH3:42])=[O:39])[CH2:37][CH2:36][NH:35][CH2:34][CH2:33]1.O. The catalyst is C(#N)C. The product is [C:41]([O:40][C:38]([N:32]1[CH2:37][CH2:36][N:35]([C:11]2[C:12](=[O:19])[N:13]([CH2:15][CH:16]([CH3:17])[CH3:18])[N:14]=[C:9]([C:4]3[CH:5]=[CH:6][C:7]([CH3:8])=[C:2]([F:1])[CH:3]=3)[C:10]=2[CH3:26])[CH2:34][CH2:33]1)=[O:39])([CH3:44])([CH3:43])[CH3:42]. The yield is 0.924. (5) The reactants are C(OP([CH2:9][C:10]([O:12][CH2:13][CH3:14])=[O:11])(OCC)=O)C.[H-].[Na+].[O:17]=[C:18]1[C:23]([CH2:24][C:25]2[CH:30]=[CH:29][C:28]([C:31]3[C:32]([C:37]#[N:38])=[CH:33][CH:34]=[CH:35][CH:36]=3)=[CH:27][CH:26]=2)=[C:22]([CH2:39][CH2:40][CH3:41])[N:21]2[N:42]=[CH:43][N:44]=[C:20]2[N:19]1[CH:45]1[CH2:50][CH2:49][C:48](=O)[CH2:47][CH2:46]1. The catalyst is O1CCCC1. The product is [C:37]([C:32]1[CH:33]=[CH:34][CH:35]=[CH:36][C:31]=1[C:28]1[CH:27]=[CH:26][C:25]([CH2:24][C:23]2[C:18](=[O:17])[N:19]([CH:45]3[CH2:50][CH2:49][C:48](=[CH:9][C:10]([O:12][CH2:13][CH3:14])=[O:11])[CH2:47][CH2:46]3)[C:20]3[N:21]([N:42]=[CH:43][N:44]=3)[C:22]=2[CH2:39][CH2:40][CH3:41])=[CH:30][CH:29]=1)#[N:38]. The yield is 0.860. (6) The reactants are [F:1][C:2]1[C:3]([NH:25][C:26]2[CH:31]=[CH:30][C:29]([I:32])=[CH:28][C:27]=2[F:33])=[C:4]([C:9]([N:11]2[CH2:14][C:13]([CH2:16][NH:17]/[C:18](/SC)=[CH:19]/[N+:20]([O-:22])=[O:21])([OH:15])[CH2:12]2)=[O:10])[CH:5]=[CH:6][C:7]=1[F:8].[OH-].[NH4+:35].[ClH:36].O1CCOCC1. The catalyst is C(O)C.CO. The product is [ClH:36].[NH2:35]/[C:18](/[NH:17][CH2:16][C:13]1([OH:15])[CH2:14][N:11]([C:9]([C:4]2[CH:5]=[CH:6][C:7]([F:8])=[C:2]([F:1])[C:3]=2[NH:25][C:26]2[CH:31]=[CH:30][C:29]([I:32])=[CH:28][C:27]=2[F:33])=[O:10])[CH2:12]1)=[CH:19]\[N+:20]([O-:22])=[O:21]. The yield is 0.870. (7) The reactants are [F:1][C:2]1[CH:3]=[CH:4][C:5]([CH:9](O)[CH3:10])=[N:6][C:7]=1[CH3:8].C(N(CC)CC)C.CS(Cl)(=O)=O.[N-:24]=[N+:25]=[N-:26].[Na+]. The catalyst is CN(C=O)C.C(Cl)Cl. The product is [N:24]([CH:9]([C:5]1[N:6]=[C:7]([CH3:8])[C:2]([F:1])=[CH:3][CH:4]=1)[CH3:10])=[N+:25]=[N-:26]. The yield is 0.890. (8) The reactants are Br[C:2]1[CH:9]=[CH:8][C:7]([O:10][CH2:11][CH:12]2[CH2:17][CH2:16][N:15]([CH2:18][C:19]([F:22])([CH3:21])[CH3:20])[CH2:14][CH2:13]2)=[CH:6][C:3]=1[C:4]#[N:5].[CH2:23]([O:25][C:26]([C:28]1[CH:33]=[CH:32][C:31](B(O)O)=[CH:30][C:29]=1[F:37])=[O:27])[CH3:24].C([O-])([O-])=O.[Cs+].[Cs+]. The catalyst is C1C=CC(P(C2C=CC=CC=2)[C-]2C=CC=C2)=CC=1.C1C=CC(P(C2C=CC=CC=2)[C-]2C=CC=C2)=CC=1.Cl[Pd]Cl.[Fe+2].COCCOC. The product is [C:4]([C:3]1[CH:6]=[C:7]([O:10][CH2:11][CH:12]2[CH2:17][CH2:16][N:15]([CH2:18][C:19]([F:22])([CH3:21])[CH3:20])[CH2:14][CH2:13]2)[CH:8]=[CH:9][C:2]=1[C:31]1[CH:32]=[CH:33][C:28]([C:26]([O:25][CH2:23][CH3:24])=[O:27])=[C:29]([F:37])[CH:30]=1)#[N:5]. The yield is 0.430.